The task is: Regression. Given two drug SMILES strings and cell line genomic features, predict the synergy score measuring deviation from expected non-interaction effect.. This data is from NCI-60 drug combinations with 297,098 pairs across 59 cell lines. Drug 1: C1=CC=C(C=C1)NC(=O)CCCCCCC(=O)NO. Drug 2: CCN(CC)CCCC(C)NC1=C2C=C(C=CC2=NC3=C1C=CC(=C3)Cl)OC. Cell line: HCT-15. Synergy scores: CSS=27.6, Synergy_ZIP=-7.77, Synergy_Bliss=-2.04, Synergy_Loewe=-3.06, Synergy_HSA=-0.615.